Dataset: Forward reaction prediction with 1.9M reactions from USPTO patents (1976-2016). Task: Predict the product of the given reaction. (1) Given the reactants [C:1]([N:4]1[CH2:8][C@H:7]([NH:9][S:10]([C:13]2[CH:18]=[CH:17][C:16]([O:19][CH2:20][C:21]3[C:30]4[C:25](=[CH:26][CH:27]=[CH:28][CH:29]=4)[N:24]=[C:23]([CH3:31])[CH:22]=3)=[CH:15][CH:14]=2)(=[O:12])=[O:11])[C@H:6]([C:32]([OH:34])=O)[CH2:5]1)(=[O:3])[CH3:2].[NH2:35][OH:36], predict the reaction product. The product is: [C:1]([N:4]1[CH2:8][C@H:7]([NH:9][S:10]([C:13]2[CH:18]=[CH:17][C:16]([O:19][CH2:20][C:21]3[C:30]4[C:25](=[CH:26][CH:27]=[CH:28][CH:29]=4)[N:24]=[C:23]([CH3:31])[CH:22]=3)=[CH:15][CH:14]=2)(=[O:11])=[O:12])[C@H:6]([C:32]([NH:35][OH:36])=[O:34])[CH2:5]1)(=[O:3])[CH3:2]. (2) Given the reactants [CH3:1][O:2][C:3]1[CH:33]=[CH:32][C:6]([CH2:7][NH:8][C:9]2[C:18]([CH2:19][CH2:20][C:21]([NH:23][CH2:24][CH:25]3[CH2:30][CH2:29][CH2:28][CH2:27][CH2:26]3)=[O:22])=[CH:17][C:16]3[C:11](=[CH:12][CH:13]=[C:14](Br)[CH:15]=3)[N:10]=2)=[CH:5][CH:4]=1.C(=O)([O-])[O-].[Cs+].[Cs+].[C:40](O)(=O)[CH2:41][NH:42][C:43]([C:45]1C=CC=CC=1)=O.C[N:54](C=O)C, predict the reaction product. The product is: [CH3:1][O:2][C:3]1[CH:33]=[CH:32][C:6]([CH2:7][NH:8][C:9]2[C:18]([CH2:19][CH2:20][C:21]([NH:23][CH2:24][CH:25]3[CH2:30][CH2:29][CH2:28][CH2:27][CH2:26]3)=[O:22])=[CH:17][C:16]3[C:11](=[CH:12][CH:13]=[C:14]([N:54]4[CH:40]=[CH:41][N:42]=[C:43]4[CH3:45])[CH:15]=3)[N:10]=2)=[CH:5][CH:4]=1.